The task is: Predict the reaction yield, written as a fraction of the theoretical maximum amount of product (1.0 means a 100% yield; for example, 0.34 means a 34% yield).. This data is from Reaction yield outcomes from USPTO patents with 853,638 reactions. (1) The reactants are [CH2:1]([C:3]1[CH:4]=[C:5]2[C:9](=[CH:10][C:11]=1[N+:12]([O-])=O)[NH:8][CH:7]=[CH:6]2)[CH3:2]. The catalyst is [Ni]. The product is [CH2:1]([C:3]1[CH:4]=[C:5]2[C:9](=[CH:10][C:11]=1[NH2:12])[NH:8][CH:7]=[CH:6]2)[CH3:2]. The yield is 0.480. (2) The reactants are [C:1]([O:5][C:6]([N:8]1[CH2:12][C@H:11]([O:13][CH2:14][C:15]2[CH:20]=[CH:19][CH:18]=[CH:17][CH:16]=2)[CH2:10][C@H:9]1[CH2:21][OH:22])=[O:7])([CH3:4])([CH3:3])[CH3:2].[C:36]1(P([C:36]2[CH:41]=[CH:40][CH:39]=[CH:38][CH:37]=2)[C:36]2[CH:41]=[CH:40][CH:39]=[CH:38][CH:37]=2)[CH:41]=[CH:40][CH:39]=[CH:38][CH:37]=1.N(C([O:52][CH:53]([CH3:55])[CH3:54])=O)=NC([O:52][CH:53]([CH3:55])[CH3:54])=O.Cl.C(=O)(O)[O-].[Na+].[CH2:62]1[CH2:66]OC[CH2:63]1. The product is [C:1]([O:5][C:6]([N:8]1[CH2:12][C@H:11]([O:13][CH2:14][C:15]2[CH:16]=[CH:17][CH:18]=[CH:19][CH:20]=2)[CH2:10][C@H:9]1[CH2:21][O:22][C:62]1[CH:66]=[CH:54][C:53]([O:52][C:36]2[CH:37]=[CH:38][CH:39]=[CH:40][CH:41]=2)=[CH:55][CH:63]=1)=[O:7])([CH3:4])([CH3:3])[CH3:2]. The yield is 0.570. The catalyst is O1CCOCC1. (3) The reactants are [C:1]([O:5][C:6]([N:8]1[CH2:13][CH2:12][CH:11]([NH:14][C:15]2[C:20]([N+:21]([O-:23])=[O:22])=[CH:19][CH:18]=[C:17](Cl)[N:16]=2)[CH2:10][CH2:9]1)=[O:7])([CH3:4])([CH3:3])[CH3:2].[CH3:25][NH:26][CH3:27]. The catalyst is CO.C(Cl)Cl.C1COCC1. The product is [C:1]([O:5][C:6]([N:8]1[CH2:13][CH2:12][CH:11]([NH:14][C:15]2[C:20]([N+:21]([O-:23])=[O:22])=[CH:19][CH:18]=[C:17]([N:26]([CH3:27])[CH3:25])[N:16]=2)[CH2:10][CH2:9]1)=[O:7])([CH3:4])([CH3:3])[CH3:2]. The yield is 0.990. (4) The reactants are [CH:1]1[CH:6]=[C:5]([CH2:7][NH:8][CH2:9][C:10]2[N:15]=[CH:14][CH:13]=[CH:12][CH:11]=2)[N:4]=[CH:3][CH:2]=1.Br[CH2:17][CH:18]([O:21][CH3:22])[O:19][CH3:20].C([O-])([O-])=O.[Na+].[Na+]. The catalyst is C(#N)C. The product is [CH3:20][O:19][CH:18]([O:21][CH3:22])[CH2:17][N:8]([CH2:7][C:5]1[CH:6]=[CH:1][CH:2]=[CH:3][N:4]=1)[CH2:9][C:10]1[CH:11]=[CH:12][CH:13]=[CH:14][N:15]=1. The yield is 0.670. (5) The reactants are [C:1]([NH:5][C:6]1[N:15]([CH3:16])[C:14](=[O:17])[C:13]2[C:8](=[C:9](I)[CH:10]=[CH:11][CH:12]=2)[N:7]=1)([CH3:4])([CH3:3])[CH3:2].C[C@@H:20]1[C:24]2[NH:25][C:26](B3OC(C)(C)C(C)(C)O3)=[CH:27][C:23]=2[C:22](=[O:37])[NH:21]1. No catalyst specified. The product is [C:1]([NH:5][C:6]1[N:15]([CH3:16])[C:14](=[O:17])[C:13]2[C:8](=[C:9]([C:26]3[NH:25][C:24]4[CH2:20][NH:21][C:22](=[O:37])[C:23]=4[CH:27]=3)[CH:10]=[CH:11][CH:12]=2)[N:7]=1)([CH3:4])([CH3:3])[CH3:2]. The yield is 0.190. (6) The reactants are C[O:2][C:3]([C:5]1[N:6]=[CH:7][S:8][C:9]=1[CH:10]1[CH2:12][CH2:11]1)=O.[H-].[Al+3].[Li+].[H-].[H-].[H-].O. The catalyst is O1CCCC1.C(OCC)(=O)C.[Cl-].[Na+].O. The product is [CH:10]1([C:9]2[S:8][CH:7]=[N:6][C:5]=2[CH2:3][OH:2])[CH2:12][CH2:11]1. The yield is 0.690.